The task is: Predict the reactants needed to synthesize the given product.. This data is from Full USPTO retrosynthesis dataset with 1.9M reactions from patents (1976-2016). (1) Given the product [C:1]([N:9]1[CH2:22][CH2:21][C:20]2[C:19]3[C:18]([C:26]4[CH:27]=[CH:28][CH:29]=[CH:30][C:25]=4[F:24])=[CH:17][CH:16]=[CH:15][C:14]=3[NH:13][C:12]=2[CH2:11][CH2:10]1)(=[O:8])[C:2]1[CH:7]=[CH:6][CH:5]=[CH:4][CH:3]=1, predict the reactants needed to synthesize it. The reactants are: [C:1]([N:9]1[CH2:22][CH2:21][C:20]2[C:19]3[C:18](Br)=[CH:17][CH:16]=[CH:15][C:14]=3[NH:13][C:12]=2[CH2:11][CH2:10]1)(=[O:8])[C:2]1[CH:7]=[CH:6][CH:5]=[CH:4][CH:3]=1.[F:24][C:25]1[CH:30]=[CH:29][CH:28]=[CH:27][C:26]=1B(O)O.CCOC(C)=O.CCCCCCC. (2) Given the product [CH3:29][NH:30][C:22]([CH:18]1[CH2:19][C:20](=[O:21])[N:16]([C:13]2[CH:14]=[CH:15][C:10](/[CH:9]=[CH:8]/[C:4]3[CH:5]=[CH:6][CH:7]=[C:2]([F:1])[CH:3]=3)=[CH:11][CH:12]=2)[CH2:17]1)=[O:24], predict the reactants needed to synthesize it. The reactants are: [F:1][C:2]1[CH:3]=[C:4](/[CH:8]=[CH:9]/[C:10]2[CH:15]=[CH:14][C:13]([N:16]3[C:20](=[O:21])[CH2:19][CH:18]([C:22]([OH:24])=O)[CH2:17]3)=[CH:12][CH:11]=2)[CH:5]=[CH:6][CH:7]=1.S(Cl)(Cl)=O.[CH3:29][NH2:30].O. (3) Given the product [Cl:24][C:19]1[CH:18]=[C:17]([C:11]2([C:13]([F:16])([F:15])[F:14])[O:10][N:9]=[C:8]([C:5]3[CH:6]=[CH:7][C:2]([C:37]([NH:33][CH2:32][C:27]4[CH:28]=[CH:29][CH:30]=[CH:31][N:26]=4)=[O:38])=[C:3]([CH3:25])[CH:4]=3)[CH2:12]2)[CH:22]=[C:21]([Cl:23])[CH:20]=1, predict the reactants needed to synthesize it. The reactants are: Br[C:2]1[CH:7]=[CH:6][C:5]([C:8]2[CH2:12][C:11]([C:17]3[CH:22]=[C:21]([Cl:23])[CH:20]=[C:19]([Cl:24])[CH:18]=3)([C:13]([F:16])([F:15])[F:14])[O:10][N:9]=2)=[CH:4][C:3]=1[CH3:25].[N:26]1[CH:31]=[CH:30][CH:29]=[CH:28][C:27]=1[CH2:32][NH2:33].CN([CH:37]=[O:38])C. (4) Given the product [C:12]([O:16][C:17]([N:19]1[CH2:22][CH:21]([NH:23][C:33](=[O:34])[CH2:32][NH:31][C:29](=[O:30])[C:28]2[CH:36]=[C:37]([C:39]([F:42])([F:41])[F:40])[CH:38]=[C:26]([C:25]([F:24])([F:43])[F:44])[CH:27]=2)[CH2:20]1)=[O:18])([CH3:15])([CH3:13])[CH3:14], predict the reactants needed to synthesize it. The reactants are: CCN=C=NCCCN(C)C.[C:12]([O:16][C:17]([N:19]1[CH2:22][CH:21]([NH2:23])[CH2:20]1)=[O:18])([CH3:15])([CH3:14])[CH3:13].[F:24][C:25]([F:44])([F:43])[C:26]1[CH:27]=[C:28]([CH:36]=[C:37]([C:39]([F:42])([F:41])[F:40])[CH:38]=1)[C:29]([NH:31][CH2:32][C:33](O)=[O:34])=[O:30]. (5) Given the product [Cl:1][C:2]1[N:7]=[C:6]([C:8]([NH2:19])=[O:9])[C:5]([NH:13][CH2:14][CH:15]2[CH2:18][O:17][CH2:16]2)=[CH:4][N:3]=1, predict the reactants needed to synthesize it. The reactants are: [Cl:1][C:2]1[N:7]=[C:6]([C:8](OCC)=[O:9])[C:5]([NH:13][CH2:14][CH:15]2[CH2:18][O:17][CH2:16]2)=[CH:4][N:3]=1.[NH3:19]. (6) Given the product [CH3:9][O:8][C:7]1[C:2]([C:11]#[C:10][C:12]2[CH:13]=[CH:14][C:15]([C:18]3([NH:22][C:23](=[O:29])[O:24][C:25]([CH3:27])([CH3:26])[CH3:28])[CH2:21][CH2:20][CH2:19]3)=[CH:16][CH:17]=2)=[N:3][CH:4]=[CH:5][N:6]=1, predict the reactants needed to synthesize it. The reactants are: I[C:2]1[C:7]([O:8][CH3:9])=[N:6][CH:5]=[CH:4][N:3]=1.[C:10]([C:12]1[CH:17]=[CH:16][C:15]([C:18]2([NH:22][C:23](=[O:29])[O:24][C:25]([CH3:28])([CH3:27])[CH3:26])[CH2:21][CH2:20][CH2:19]2)=[CH:14][CH:13]=1)#[CH:11].